From a dataset of Peptide-MHC class II binding affinity with 134,281 pairs from IEDB. Regression. Given a peptide amino acid sequence and an MHC pseudo amino acid sequence, predict their binding affinity value. This is MHC class II binding data. (1) The peptide sequence is AAPLSWSKDIYNYME. The MHC is DRB5_0101 with pseudo-sequence DRB5_0101. The binding affinity (normalized) is 0.162. (2) The peptide sequence is GRSYAADAGYAPATP. The MHC is HLA-DPA10103-DPB10401 with pseudo-sequence HLA-DPA10103-DPB10401. The binding affinity (normalized) is 0.0326.